This data is from NCI-60 drug combinations with 297,098 pairs across 59 cell lines. The task is: Regression. Given two drug SMILES strings and cell line genomic features, predict the synergy score measuring deviation from expected non-interaction effect. (1) Synergy scores: CSS=8.55, Synergy_ZIP=-4.20, Synergy_Bliss=0.546, Synergy_Loewe=1.55, Synergy_HSA=1.61. Drug 2: C(CC(=O)O)C(=O)CN.Cl. Cell line: IGROV1. Drug 1: CCN(CC)CCNC(=O)C1=C(NC(=C1C)C=C2C3=C(C=CC(=C3)F)NC2=O)C. (2) Drug 1: CCC1=C2CN3C(=CC4=C(C3=O)COC(=O)C4(CC)O)C2=NC5=C1C=C(C=C5)O. Drug 2: C1CN(P(=O)(OC1)NCCCl)CCCl. Cell line: SK-MEL-28. Synergy scores: CSS=15.2, Synergy_ZIP=-2.18, Synergy_Bliss=3.35, Synergy_Loewe=-15.6, Synergy_HSA=1.30. (3) Synergy scores: CSS=40.8, Synergy_ZIP=-6.39, Synergy_Bliss=-7.42, Synergy_Loewe=-11.3, Synergy_HSA=0.858. Drug 2: C1=CC(=CC=C1CCC2=CNC3=C2C(=O)NC(=N3)N)C(=O)NC(CCC(=O)O)C(=O)O. Drug 1: CC1=C2C(C(=O)C3(C(CC4C(C3C(C(C2(C)C)(CC1OC(=O)C(C(C5=CC=CC=C5)NC(=O)OC(C)(C)C)O)O)OC(=O)C6=CC=CC=C6)(CO4)OC(=O)C)OC)C)OC. Cell line: SW-620.